This data is from Catalyst prediction with 721,799 reactions and 888 catalyst types from USPTO. The task is: Predict which catalyst facilitates the given reaction. (1) The catalyst class is: 25. Product: [Cl:14][C:7]1[CH:8]=[C:9]2[C:4]([N:3]=[C:2]([N:19]3[CH2:20][CH2:21][N:16]([CH3:15])[CH2:17][CH2:18]3)[C:11]([O:12][CH3:13])=[N:10]2)=[CH:5][CH:6]=1. Reactant: Cl[C:2]1[C:11]([O:12][CH3:13])=[N:10][C:9]2[C:4](=[CH:5][CH:6]=[C:7]([Cl:14])[CH:8]=2)[N:3]=1.[CH3:15][N:16]1[CH2:21][CH2:20][NH:19][CH2:18][CH2:17]1.C1COCC1. (2) Reactant: FC1C=CC(CO[C:8]2[N:13]=[C:12](Cl)[N:11]=[C:10]([NH:15][CH2:16][C:17]3[CH:22]=[CH:21][C:20]([F:23])=[CH:19][CH:18]=3)[N:9]=2)=CC=1.[N:26]1[C:30]2[CH:31]=[CH:32][CH:33]=[CH:34][C:29]=2[NH:28][CH:27]=1.C([O-])([O-])=O.[K+].[K+]. Product: [N:26]1([C:12]2[N:13]=[C:8]([N:26]3[C:30]4[CH:31]=[CH:32][CH:33]=[CH:34][C:29]=4[N:28]=[CH:27]3)[N:9]=[C:10]([NH:15][CH2:16][C:17]3[CH:18]=[CH:19][C:20]([F:23])=[CH:21][CH:22]=3)[N:11]=2)[C:30]2[CH:31]=[CH:32][CH:33]=[CH:34][C:29]=2[N:28]=[CH:27]1. The catalyst class is: 16. (3) Reactant: [CH3:1][S:2]([O-:4])=[O:3].[Na+].Br[CH2:7][C:8]1[S:12][C:11]([C:13]([O:15][CH3:16])=[O:14])=[CH:10][CH:9]=1. Product: [CH3:1][S:2]([CH2:7][C:8]1[S:12][C:11]([C:13]([O:15][CH3:16])=[O:14])=[CH:10][CH:9]=1)(=[O:4])=[O:3]. The catalyst class is: 8. (4) Reactant: Cl[S:2]([C:5]1[CH:6]=[C:7]2[C:11](=[CH:12][CH:13]=1)[NH:10][C:9](=[O:14])[CH2:8]2)(=[O:4])=[O:3].[Zn:15].O1CCCC1. Product: [Zn:15].[S:2](=[C:5]1[CH:13]=[CH:12][C:11]2[NH:10][C:9](=[O:14])[CH2:8][C:7]=2[CH2:6]1)(=[O:3])=[O:4]. The catalyst class is: 6. (5) Reactant: [BrH:1].[CH3:2][N:3]1[CH2:7][CH2:6][CH2:5][C@@H:4]1[CH2:8][C:9]1[C:17]2[C:12](=[CH:13][CH:14]=[C:15]([CH:18]=[CH:19][S:20]([C:23]3[CH:28]=[CH:27][CH:26]=[CH:25][CH:24]=3)(=[O:22])=[O:21])[CH:16]=2)[NH:11][CH:10]=1.C(O)(C)C.Br.C(O)(C)C. Product: [CH3:2][N:3]1[C@@H:4]([CH2:8][C:9]2[C:17]3[CH:16]=[C:15]([CH2:18][CH2:19][S:20]([C:23]4[CH:24]=[CH:25][CH:26]=[CH:27][CH:28]=4)(=[O:21])=[O:22])[CH:14]=[CH:13][C:12]=3[NH:11][CH:10]=2)[CH2:5][CH2:6][CH2:7]1.[BrH:1]. The catalyst class is: 19. (6) Reactant: C([NH:5][C:6]([NH:8][C@@H:9]([CH2:13][C:14]1[CH:19]=[CH:18][CH:17]=[CH:16][CH:15]=1)[CH:10](O)[CH3:11])=[S:7])(C)(C)C.Cl. Product: [CH2:13]([C@H:9]1[CH:10]([CH3:11])[S:7][C:6]([NH2:5])=[N:8]1)[C:14]1[CH:19]=[CH:18][CH:17]=[CH:16][CH:15]=1. The catalyst class is: 6. (7) Reactant: [C:1]1([S:7]([C:10]2[CH:18]=[CH:17][C:16]3[N:15](COCC[Si](C)(C)C)[C:14]4[CH2:27][CH:28]5[NH:32][CH:31]([C:13]=4[C:12]=3[C:11]=2[C:33]([O:35][C:36]([CH3:39])([CH3:38])[CH3:37])=[O:34])[CH2:30][CH2:29]5)(=[O:9])=[O:8])[CH:6]=[CH:5][CH:4]=[CH:3][CH:2]=1.CCCC[N+](CCCC)(CCCC)CCCC.[F-]. Product: [C:1]1([S:7]([C:10]2[CH:18]=[CH:17][C:16]3[NH:15][C:14]4[CH2:27][CH:28]5[NH:32][CH:31]([C:13]=4[C:12]=3[C:11]=2[C:33]([O:35][C:36]([CH3:39])([CH3:38])[CH3:37])=[O:34])[CH2:30][CH2:29]5)(=[O:9])=[O:8])[CH:2]=[CH:3][CH:4]=[CH:5][CH:6]=1. The catalyst class is: 1.